The task is: Predict the product of the given reaction.. This data is from Forward reaction prediction with 1.9M reactions from USPTO patents (1976-2016). (1) Given the reactants [F:1][C:2]1[CH:10]=[C:9]2[C:5]([CH:6]=[C:7]3[CH:14]([CH2:15][C:16]([O:18]C)=[O:17])[CH2:13][CH2:12][CH2:11][N:8]32)=[C:4]([CH:20]([CH3:22])[CH3:21])[CH:3]=1.[CH:23]1[C:32]2[C:27](=[CH:28][CH:29]=[CH:30][CH:31]=2)[CH:26]=[CH:25][C:24]=1[C:33](Cl)=[O:34], predict the reaction product. The product is: [F:1][C:2]1[CH:10]=[C:9]2[C:5]([C:6]([C:33]([C:24]3[CH:25]=[CH:26][C:27]4[C:32](=[CH:31][CH:30]=[CH:29][CH:28]=4)[CH:23]=3)=[O:34])=[C:7]3[CH:14]([CH2:15][C:16]([OH:18])=[O:17])[CH2:13][CH2:12][CH2:11][N:8]32)=[C:4]([CH:20]([CH3:22])[CH3:21])[CH:3]=1. (2) Given the reactants [CH2:1]([O:3][C:4]1[CH:5]=[C:6]([CH:17]=[CH:18][C:19]=1[N+:20]([O-])=O)[C:7]([NH:9][CH:10]1[CH2:15][CH2:14][N:13]([CH3:16])[CH2:12][CH2:11]1)=[O:8])[CH3:2], predict the reaction product. The product is: [CH2:1]([O:3][C:4]1[CH:5]=[C:6]([CH:17]=[CH:18][C:19]=1[NH2:20])[C:7]([NH:9][CH:10]1[CH2:15][CH2:14][N:13]([CH3:16])[CH2:12][CH2:11]1)=[O:8])[CH3:2]. (3) The product is: [Cl:1][C:2]1[CH:7]=[CH:6][CH:5]=[CH:4][C:3]=1[CH:8]1[C:13]([C:14]#[N:15])=[C:12]([CH2:16][Br:22])[NH:11][C:10]2=[N:18][NH:19][CH:20]=[C:9]12. Given the reactants [Cl:1][C:2]1[CH:7]=[CH:6][CH:5]=[CH:4][C:3]=1[CH:8]1[C:13]([C:14]#[N:15])=[C:12]([CH2:16]O)[NH:11][C:10]2=[N:18][NH:19][CH:20]=[C:9]12.C(Br)(Br)(Br)[Br:22].C1(P(C2C=CC=CC=2)C2C=CC=CC=2)C=CC=CC=1, predict the reaction product. (4) The product is: [F:1][C:2]1[CH:3]=[C:4]([CH:7]=[CH:8][CH:9]=1)[CH2:5][NH:6][CH2:35][CH2:34][C:32]1[N:31]=[CH:30][N:29]([C:10]([C:17]2[CH:22]=[CH:21][CH:20]=[CH:19][CH:18]=2)([C:11]2[CH:12]=[CH:13][CH:14]=[CH:15][CH:16]=2)[C:23]2[CH:28]=[CH:27][CH:26]=[CH:25][CH:24]=2)[CH:33]=1. Given the reactants [F:1][C:2]1[CH:3]=[C:4]([CH:7]=[CH:8][CH:9]=1)[CH2:5][NH2:6].[C:10]([N:29]1[CH:33]=[C:32]([CH2:34][CH2:35]OS(C)(=O)=O)[N:31]=[CH:30]1)([C:23]1[CH:28]=[CH:27][CH:26]=[CH:25][CH:24]=1)([C:17]1[CH:22]=[CH:21][CH:20]=[CH:19][CH:18]=1)[C:11]1[CH:16]=[CH:15][CH:14]=[CH:13][CH:12]=1.C([O-])([O-])=O.[K+].[K+].[Na+].[I-], predict the reaction product. (5) Given the reactants [F:1][C:2]1[CH:3]=[C:4]([C:9](=O)[C:10]([F:13])([F:12])[F:11])[CH:5]=[C:6]([F:8])[CH:7]=1.C[C:16](P(OC)(O)=O)([C:18]([O-:20])=[O:19])C.[CH3:26]N(C)C(=N)N(C)C, predict the reaction product. The product is: [CH3:26][O:20][C:18](=[O:19])[CH:16]=[C:9]([C:4]1[CH:3]=[C:2]([F:1])[CH:7]=[C:6]([F:8])[CH:5]=1)[C:10]([F:13])([F:12])[F:11]. (6) Given the reactants NC1C=CC(N2CCCN(C(OC(C)(C)C)=O)CC2)=CC=1N.[F:23][C:24]1[CH:25]=[C:26]([S:30]([Cl:33])(=[O:32])=[O:31])[CH:27]=[CH:28][CH:29]=1.[NH2:34][C:35]1[CH:40]=[C:39]([N:41]2[CH2:47][CH2:46][CH2:45][N:44](C(OC(C)(C)C)=O)[CH2:43][CH2:42]2)[CH:38]=[CH:37][C:36]=1[NH:55][S:56]([C:59]1[CH:64]=[CH:63][CH:62]=[C:61]([F:65])[CH:60]=1)(=[O:58])=[O:57].FC1C=C(S(N)(=O)=O)C=CC=1.Cl.CCOCC, predict the reaction product. The product is: [ClH:33].[N:41]1([C:39]2[CH:38]=[CH:37][C:36]([NH:55][S:56]([C:59]3[CH:64]=[CH:63][CH:62]=[C:61]([F:65])[CH:60]=3)(=[O:57])=[O:58])=[C:35]([NH:34][S:30]([C:26]3[CH:27]=[CH:28][CH:29]=[C:24]([F:23])[CH:25]=3)(=[O:32])=[O:31])[CH:40]=2)[CH2:47][CH2:46][CH2:45][NH:44][CH2:43][CH2:42]1. (7) Given the reactants C1(O[C:8]#[N:9])C=CC=CC=1.[Cl:10][C:11]1[CH:16]=[CH:15][CH:14]=[CH:13][C:12]=1[C:17]1[CH:26]=[N:25][CH:24]=[C:23]([NH:27][C:28]2[CH:33]=[CH:32][C:31]([I:34])=[CH:30][C:29]=2[F:35])[C:18]=1[C:19]([NH:21][NH2:22])=[O:20], predict the reaction product. The product is: [NH2:9][C:8]1[O:20][C:19]([C:18]2[C:17]([C:12]3[CH:13]=[CH:14][CH:15]=[CH:16][C:11]=3[Cl:10])=[CH:26][N:25]=[CH:24][C:23]=2[NH:27][C:28]2[CH:33]=[CH:32][C:31]([I:34])=[CH:30][C:29]=2[F:35])=[N:21][N:22]=1.